The task is: Predict the reactants needed to synthesize the given product.. This data is from Full USPTO retrosynthesis dataset with 1.9M reactions from patents (1976-2016). (1) Given the product [CH3:1][O:2][C:3]1[C:4](=[O:20])[C:5]([C:9]2[N:13]([C:14]3[CH:19]=[CH:18][CH:17]=[CH:16][CH:15]=3)[N:12]=[CH:11][CH:10]=2)=[N:6][N:7]([CH:27]2[CH2:28][CH2:29][C:30]3[C:25](=[CH:24][CH:23]=[CH:22][CH:21]=3)[CH2:26]2)[CH:8]=1, predict the reactants needed to synthesize it. The reactants are: [CH3:1][O:2][C:3]1[C:4]([OH:20])=[C:5]([C:9]2[N:13]([C:14]3[CH:19]=[CH:18][CH:17]=[CH:16][CH:15]=3)[N:12]=[CH:11][CH:10]=2)[N:6]=[N:7][CH:8]=1.[CH2:21]1[C:30]2[C:25](=[CH:26][CH:27]=[CH:28][CH:29]=2)[CH2:24][CH2:23][CH:22]1O.C1(P(C2C=CC=CC=2)C2C=CC=CC=2)C=CC=CC=1.CC(OC(/N=N/C(OC(C)C)=O)=O)C.C1(C)C=CC=CC=1. (2) Given the product [Cl:1][C:2]1[N:7]=[C:6]([N:16]2[CH2:17][CH2:18][C@H:14]([NH:13][CH3:12])[CH2:15]2)[CH:5]=[C:4]([CH2:9][CH2:10][CH3:11])[N:3]=1, predict the reactants needed to synthesize it. The reactants are: [Cl:1][C:2]1[N:7]=[C:6](Cl)[CH:5]=[C:4]([CH2:9][CH2:10][CH3:11])[N:3]=1.[CH3:12][NH:13][C@H:14]1[CH2:18][CH2:17][NH:16][CH2:15]1. (3) Given the product [CH3:1][O:2][CH2:3][O:4][C:5]1[CH:14]=[CH:13][C:12]2[O:11][CH:10]([C:15]3[CH:16]=[CH:17][C:18]([O:21][CH2:22][O:23][CH3:24])=[CH:19][CH:20]=3)[CH:9]3[CH2:25][CH:26]([OH:28])[CH2:27][CH:8]3[C:7]=2[CH:6]=1, predict the reactants needed to synthesize it. The reactants are: [CH3:1][O:2][CH2:3][O:4][C:5]1[CH:14]=[CH:13][C:12]2[O:11][CH:10]([C:15]3[CH:20]=[CH:19][C:18]([O:21][CH2:22][O:23][CH3:24])=[CH:17][CH:16]=3)[CH:9]3[CH2:25][C:26](=[O:28])[CH2:27][CH:8]3[C:7]=2[CH:6]=1.[Cl-].[NH4+]. (4) Given the product [OH:8][C:5]1[CH:6]=[CH:7][C:2]([NH:1][C:14]([NH2:15])=[O:13])=[CH:3][CH:4]=1, predict the reactants needed to synthesize it. The reactants are: [NH2:1][C:2]1[CH:7]=[CH:6][C:5]([OH:8])=[CH:4][CH:3]=1.C(O)(=O)C.[O-:13][C:14]#[N:15].[Na+].